From a dataset of Full USPTO retrosynthesis dataset with 1.9M reactions from patents (1976-2016). Predict the reactants needed to synthesize the given product. (1) Given the product [NH2:12][C:11]1[CH:13]=[CH:14][C:8]([CH:5]2[CH2:6][CH2:7][N:2]([CH2:16][C:17]3[CH:18]=[CH:19][C:20]([C:23]([OH:32])([C:24]([F:25])([F:26])[F:27])[C:28]([F:29])([F:30])[F:31])=[CH:21][CH:22]=3)[CH2:3][CH2:4]2)=[CH:9][CH:10]=1, predict the reactants needed to synthesize it. The reactants are: Cl.[NH:2]1[CH2:7][CH2:6][CH:5]([C:8]2[CH:14]=[CH:13][C:11]([NH2:12])=[CH:10][CH:9]=2)[CH2:4][CH2:3]1.Br[CH2:16][C:17]1[CH:22]=[CH:21][C:20]([C:23]([OH:32])([C:28]([F:31])([F:30])[F:29])[C:24]([F:27])([F:26])[F:25])=[CH:19][CH:18]=1.C(=O)([O-])[O-].[K+].[K+]. (2) The reactants are: [CH2:1]([N:3]([CH2:17][CH3:18])[C:4]1[CH:13]=[C:12]2[C:7]([CH:8]=[C:9]([CH:15]=O)[C:10](=[O:14])[O:11]2)=[CH:6][CH:5]=1)[CH3:2].[C:19]([CH2:22][CH2:23][CH2:24][CH2:25][CH2:26][N+:27]1[CH:32]=[C:31]([S:33]([O-:36])(=[O:35])=[O:34])[CH:30]=[CH:29][C:28]=1[CH3:37])([OH:21])=[O:20].[CH3:38][N+:39]([CH2:42][C:43]([OH:45])=[O:44])([CH3:41])[CH3:40].CO.O. Given the product [C:19]([CH2:22][CH2:23][CH2:24][CH2:25][CH2:26][N+:27]1[CH:32]=[C:31]([S:33]([O-:36])(=[O:35])=[O:34])[CH:30]=[CH:29][C:28]=1/[CH:37]=[CH:15]/[C:9]1[C:10](=[O:14])[O:11][C:12]2[C:7]([CH:8]=1)=[CH:6][CH:5]=[C:4]([N:3]([CH2:17][CH3:18])[CH2:1][CH3:2])[CH:13]=2)([OH:21])=[O:20].[CH3:38][N+:39]([CH2:42][C:43]([OH:45])=[O:44])([CH3:41])[CH3:40], predict the reactants needed to synthesize it. (3) Given the product [ClH:34].[OH:1][C:2]1[CH:7]=[CH:6][CH:5]=[CH:4][C:3]=1[C:8]1[N:17]=[C:16]([N:18]2[CH2:22][CH2:21][C@@H:20]([CH2:23][NH:24][C:25](=[O:32])[O:26][CH2:27][C:28]([CH3:29])([CH3:30])[CH3:31])[CH2:19]2)[C:15]2[C:10](=[CH:11][C:12]([CH3:33])=[CH:13][CH:14]=2)[N:9]=1, predict the reactants needed to synthesize it. The reactants are: [OH:1][C:2]1[CH:7]=[CH:6][CH:5]=[CH:4][C:3]=1[C:8]1[N:17]=[C:16]([N:18]2[CH2:22][CH2:21][C@@H:20]([CH2:23][NH:24][C:25](=[O:32])[O:26][CH2:27][C:28]([CH3:31])([CH3:30])[CH3:29])[CH2:19]2)[C:15]2[C:10](=[CH:11][C:12]([CH3:33])=[CH:13][CH:14]=2)[N:9]=1.[ClH:34].CCOCC. (4) Given the product [C:23]([N:19]1[CH2:20][CH2:21][N:22]([C:11](=[O:13])[C:10]([C:3]2[C:4]3[C:9](=[N:8][CH:7]=[CH:6][CH:5]=3)[NH:1][CH:2]=2)=[O:14])[C@H:17]([CH3:16])[CH2:18]1)(=[O:30])[C:24]1[CH:25]=[CH:26][CH:27]=[CH:28][CH:29]=1, predict the reactants needed to synthesize it. The reactants are: [NH:1]1[C:9]2[C:4](=[CH:5][CH:6]=[CH:7][N:8]=2)[C:3]([C:10](=[O:14])[C:11]([O-:13])=O)=[CH:2]1.[K+].[CH3:16][C@H:17]1[NH:22][CH2:21][CH2:20][N:19]([C:23](=[O:30])[C:24]2[CH:29]=[CH:28][CH:27]=[CH:26][CH:25]=2)[CH2:18]1.C(OP(ON1C(=O)C2C=CC=CC=2N=N1)(OCC)=O)C.CCN(C(C)C)C(C)C. (5) Given the product [N:1]1([CH2:8][CH2:9][O:10][C:11]2[CH:12]=[CH:13][C:14]([CH2:15][N:16]([CH2:60][CH2:59][O:58][CH2:51][C:52]3[CH:57]=[CH:56][CH:55]=[CH:54][CH:53]=3)[C:17]3[CH:22]=[C:21]([O:23][Si:24]([C:27]([CH3:30])([CH3:29])[CH3:28])([CH3:26])[CH3:25])[CH:20]=[CH:19][C:18]=3[CH:31]3[CH2:40][CH2:39][C:38]4[C:33](=[CH:34][CH:35]=[C:36]([O:41][Si:42]([C:45]([CH3:48])([CH3:47])[CH3:46])([CH3:44])[CH3:43])[CH:37]=4)[CH2:32]3)=[CH:49][CH:50]=2)[CH2:7][CH2:6][CH2:5][CH2:4][CH2:3][CH2:2]1, predict the reactants needed to synthesize it. The reactants are: [N:1]1([CH2:8][CH2:9][O:10][C:11]2[CH:50]=[CH:49][C:14]([CH2:15][NH:16][C:17]3[CH:22]=[C:21]([O:23][Si:24]([C:27]([CH3:30])([CH3:29])[CH3:28])([CH3:26])[CH3:25])[CH:20]=[CH:19][C:18]=3[CH:31]3[CH2:40][CH2:39][C:38]4[C:33](=[CH:34][CH:35]=[C:36]([O:41][Si:42]([C:45]([CH3:48])([CH3:47])[CH3:46])([CH3:44])[CH3:43])[CH:37]=4)[CH2:32]3)=[CH:13][CH:12]=2)[CH2:7][CH2:6][CH2:5][CH2:4][CH2:3][CH2:2]1.[CH2:51]([O:58][CH2:59][C:60](Cl)=O)[C:52]1[CH:57]=[CH:56][CH:55]=[CH:54][CH:53]=1. (6) Given the product [CH3:24][O:22][C:21]1[CH:20]=[CH:19][CH:18]=[C:16]2[C:15]=1[CH2:14][CH2:13][CH:12]([NH:4][CH2:3][CH2:2][CH3:1])[CH2:17]2, predict the reactants needed to synthesize it. The reactants are: [CH3:1][CH2:2][CH2:3][N:4]([C@@H:12]1[CH2:17][C:16]2[CH:18]=[CH:19][CH:20]=[C:21]([OH:22])[C:15]=2[CH2:14][CH2:13]1)CCC1SC=CC=1.Cl.[CH3:24]OC1C=CC=C2C=1CCC(=O)C2.CCCN. (7) Given the product [Cl:1][C:2]1[CH:7]=[C:6]([O:8][S:39]([C:38]([F:51])([F:50])[F:37])(=[O:41])=[O:40])[CH:5]=[CH:4][C:3]=1[CH:9]([CH3:29])[C:10]([C:16]1[CH:17]=[CH:18][C:19]2[O:24][CH2:23][C:22](=[O:25])[N:21]([CH2:26][CH3:27])[C:20]=2[CH:28]=1)([OH:15])[C:11]([F:12])([F:13])[F:14], predict the reactants needed to synthesize it. The reactants are: [Cl:1][C:2]1[CH:7]=[C:6]([OH:8])[CH:5]=[CH:4][C:3]=1[CH:9]([CH3:29])[C:10]([C:16]1[CH:17]=[CH:18][C:19]2[O:24][CH2:23][C:22](=[O:25])[N:21]([CH2:26][CH3:27])[C:20]=2[CH:28]=1)([OH:15])[C:11]([F:14])([F:13])[F:12].C(N(CC)CC)C.[F:37][C:38]([F:51])([F:50])[S:39](O[S:39]([C:38]([F:51])([F:50])[F:37])(=[O:41])=[O:40])(=[O:41])=[O:40].